The task is: Predict which catalyst facilitates the given reaction.. This data is from Catalyst prediction with 721,799 reactions and 888 catalyst types from USPTO. (1) Reactant: C1O[C:4]2([CH2:9][CH2:8][N:7]([CH2:10][CH2:11][C:12]([NH2:26])([C:20]3[CH:25]=[CH:24][CH:23]=[CH:22][CH:21]=3)C(OC(C)(C)C)=O)[CH2:6][CH2:5]2)[O:3]C1.[OH-].[Na+]. Product: [NH3:7].[C:20]1([CH:12]([NH2:26])[CH2:11][CH2:10][N:7]2[CH2:8][CH2:9][C:4](=[O:3])[CH2:5][CH2:6]2)[CH:25]=[CH:24][CH:23]=[CH:22][CH:21]=1. The catalyst class is: 33. (2) Reactant: [Cl:1][C:2]1[C:7]([C:8]2[CH:13]=[CH:12][CH:11]=[C:10]([CH2:14][CH3:15])[CH:9]=2)=[C:6]([C@:16]([C@@H:22]2[O:27][CH2:26][CH2:25][N:24]([C:28]([O:30][C:31]([CH3:34])([CH3:33])[CH3:32])=[O:29])[CH2:23]2)([OH:21])[CH2:17][CH2:18][CH:19]=C)[CH:5]=[CH:4][CH:3]=1.C[N+]1([O-])CC[O:39]CC1. Product: [Cl:1][C:2]1[C:7]([C:8]2[CH:13]=[CH:12][CH:11]=[C:10]([CH2:14][CH3:15])[CH:9]=2)=[C:6]([C@:16]([C@@H:22]2[O:27][CH2:26][CH2:25][N:24]([C:28]([O:30][C:31]([CH3:34])([CH3:32])[CH3:33])=[O:29])[CH2:23]2)([OH:21])[CH2:17][CH2:18][CH:19]=[O:39])[CH:5]=[CH:4][CH:3]=1. The catalyst class is: 20. (3) Reactant: [OH:1][C:2]1[CH:9]=[C:8]([O:10][CH3:11])[C:7]([C:12]2[S:13][CH:14]=[CH:15][CH:16]=2)=[CH:6][C:3]=1[CH:4]=[O:5].C(=O)([O-])[O-].[K+].[K+].[C:23]([Si:27]([CH3:47])([CH3:46])[O:28][CH2:29][CH:30]([C:37]([CH3:45])([CH3:44])[O:38][SiH2:39][C:40]([CH3:43])([CH3:42])[CH3:41])[CH2:31]OS(C)(=O)=O)([CH3:26])([CH3:25])[CH3:24]. Product: [C:23]([Si:27]([CH3:46])([CH3:47])[O:28][CH2:29][CH:30]([C:37]([CH3:45])([CH3:44])[O:38][SiH2:39][C:40]([CH3:43])([CH3:42])[CH3:41])[CH2:31][O:1][C:2]1[CH:9]=[C:8]([O:10][CH3:11])[C:7]([C:12]2[S:13][CH:14]=[CH:15][CH:16]=2)=[CH:6][C:3]=1[CH:4]=[O:5])([CH3:25])([CH3:26])[CH3:24]. The catalyst class is: 35. (4) Reactant: [BH4-].[Na+].[Cl:3][C:4]1[N:5]=[C:6]([C:9](=[O:34])[CH2:10][CH2:11][CH2:12][N:13]2[C:21]([C:22]3[CH:23]=[C:24]([CH:27]=[CH:28][CH:29]=3)[C:25]#[N:26])=[C:20]3[C:15]([N:16]([CH3:33])[C:17](=[O:32])[N:18]([CH3:31])[C:19]3=[O:30])=[CH:14]2)[S:7][CH:8]=1. Product: [Cl:3][C:4]1[N:5]=[C:6]([CH:9]([OH:34])[CH2:10][CH2:11][CH2:12][N:13]2[C:21]([C:22]3[CH:23]=[C:24]([CH:27]=[CH:28][CH:29]=3)[C:25]#[N:26])=[C:20]3[C:15]([N:16]([CH3:33])[C:17](=[O:32])[N:18]([CH3:31])[C:19]3=[O:30])=[CH:14]2)[S:7][CH:8]=1. The catalyst class is: 8. (5) Reactant: [Br:1][C:2]1[C:3]([C:17]([O:19]C)=[O:18])=[N:4][C:5]([Cl:16])=[CH:6][C:7]=1[N:8]([CH3:15])[CH:9]1[CH2:14][CH2:13][O:12][CH2:11][CH2:10]1.[OH-].[Na+]. Product: [Br:1][C:2]1[C:3]([C:17]([OH:19])=[O:18])=[N:4][C:5]([Cl:16])=[CH:6][C:7]=1[N:8]([CH3:15])[CH:9]1[CH2:10][CH2:11][O:12][CH2:13][CH2:14]1. The catalyst class is: 1. (6) Reactant: Cl.[NH2:2][CH2:3][C:4]1[CH:5]=[C:6]2[C:11](=[CH:12][CH:13]=1)[N:10]=[C:9]([CH3:14])[N:8]([CH:15]1[CH2:20][CH2:19][C:18](=[O:21])[NH:17][C:16]1=[O:22])[C:7]2=[O:23].C(N(CC)CC)C.[Cl:31][C:32]1[CH:37]=[CH:36][C:35]([N:38]=[C:39]=[O:40])=[CH:34][CH:33]=1. Product: [Cl:31][C:32]1[CH:37]=[CH:36][C:35]([NH:38][C:39]([NH:2][CH2:3][C:4]2[CH:5]=[C:6]3[C:11](=[CH:12][CH:13]=2)[N:10]=[C:9]([CH3:14])[N:8]([CH:15]2[CH2:20][CH2:19][C:18](=[O:21])[NH:17][C:16]2=[O:22])[C:7]3=[O:23])=[O:40])=[CH:34][CH:33]=1. The catalyst class is: 1. (7) Reactant: C(O)C.C(OC(=O)[NH:10][C:11]1[CH:16]=[C:15]([CH:17]([S:26]([C:29]2[CH:34]=[CH:33][C:32]([Cl:35])=[CH:31][CH:30]=2)(=[O:28])=[O:27])[C:18]2[CH:23]=[C:22]([F:24])[CH:21]=[CH:20][C:19]=2[F:25])[C:14]([F:36])=[CH:13][N:12]=1)(C)(C)C.Cl.C(=O)(O)[O-].[Na+]. Product: [Cl:35][C:32]1[CH:31]=[CH:30][C:29]([S:26]([CH:17]([C:18]2[CH:23]=[C:22]([F:24])[CH:21]=[CH:20][C:19]=2[F:25])[C:15]2[C:14]([F:36])=[CH:13][N:12]=[C:11]([NH2:10])[CH:16]=2)(=[O:27])=[O:28])=[CH:34][CH:33]=1. The catalyst class is: 13.